Dataset: Catalyst prediction with 721,799 reactions and 888 catalyst types from USPTO. Task: Predict which catalyst facilitates the given reaction. (1) Reactant: [F:1][C:2]([F:37])([C:33]([F:36])([F:35])[F:34])[C:3]([F:32])([F:31])[C:4]([F:30])([F:29])[C:5]([F:28])([F:27])[C:6]([F:26])([F:25])[C:7]([F:24])([F:23])[C:8]([F:22])([F:21])[C:9]1[CH:14]=[CH:13][C:12]([C:15]2[CH:20]=[CH:19][CH:18]=[CH:17][CH:16]=2)=[CH:11][CH:10]=1.Cl[S:39]([OH:42])(=[O:41])=[O:40]. Product: [F:1][C:2]([F:37])([C:33]([F:34])([F:35])[F:36])[C:3]([F:32])([F:31])[C:4]([F:29])([F:30])[C:5]([F:27])([F:28])[C:6]([F:25])([F:26])[C:7]([F:23])([F:24])[C:8]([F:22])([F:21])[C:9]1[CH:14]=[CH:13][C:12]([C:15]2[CH:16]=[CH:17][C:18]([S:39]([OH:42])(=[O:41])=[O:40])=[CH:19][CH:20]=2)=[CH:11][CH:10]=1. The catalyst class is: 22. (2) Reactant: [CH3:1][O:2][C:3]1[CH:10]=[CH:9][CH:8]=[C:5]([CH:6]=[O:7])[C:4]=1[OH:11].N1C=CC=CC=1.[C:18](Cl)(=[O:20])[CH3:19]. Product: [C:18]([O:11][C:4]1[C:3]([O:2][CH3:1])=[CH:10][CH:9]=[CH:8][C:5]=1[CH:6]=[O:7])(=[O:20])[CH3:19]. The catalyst class is: 2. (3) Reactant: [F:1][C:2]1[CH:7]=[CH:6][CH:5]=[CH:4][C:3]=1[N:8]1[C:12]([CH2:13][CH2:14][CH2:15][CH2:16][O:17][CH3:18])=[C:11]([C:19]([N:21]([CH2:43][CH:44]([CH3:46])[CH3:45])[C@H:22]2[CH2:27][C@@H:26]([C:28]([N:30]3[CH2:35][CH2:34][O:33][CH2:32][CH2:31]3)=[O:29])[CH2:25][N:24](C(OC(C)(C)C)=O)[CH2:23]2)=[O:20])[N:10]=[N:9]1.C(OCC)(=O)C.[ClH:53]. Product: [ClH:53].[F:1][C:2]1[CH:7]=[CH:6][CH:5]=[CH:4][C:3]=1[N:8]1[C:12]([CH2:13][CH2:14][CH2:15][CH2:16][O:17][CH3:18])=[C:11]([C:19]([N:21]([CH2:43][CH:44]([CH3:46])[CH3:45])[C@H:22]2[CH2:27][C@@H:26]([C:28]([N:30]3[CH2:35][CH2:34][O:33][CH2:32][CH2:31]3)=[O:29])[CH2:25][NH:24][CH2:23]2)=[O:20])[N:10]=[N:9]1. The catalyst class is: 13.